From a dataset of Full USPTO retrosynthesis dataset with 1.9M reactions from patents (1976-2016). Predict the reactants needed to synthesize the given product. (1) Given the product [NH2:1][C:2]1[O:6][C:5]([C:7]2[C:16]3[C:11](=[CH:12][CH:13]=[CH:14][CH:15]=3)[CH:10]=[CH:9][CH:8]=2)=[N:4][C:3]=1[C:17]#[N:18].[C:30]([O:6][C:22](=[O:21])[CH3:25])(=[O:29])[CH3:26], predict the reactants needed to synthesize it. The reactants are: [NH2:1][C:2]1[O:6][C:5]([C:7]2[C:16]3[C:11](=[CH:12][CH:13]=[CH:14][CH:15]=3)[CH:10]=[CH:9][CH:8]=2)=[N:4][C:3]=1[C:17]#[N:18].N([O:21][C:22]([CH3:25])(C)C)=O.[CH2:26]1[CH2:30][O:29]CC1. (2) Given the product [N+:8]([C:5]1[CH:6]=[CH:7][C:2]([NH2:18])=[CH:3][CH:4]=1)([O-:10])=[O:9], predict the reactants needed to synthesize it. The reactants are: F[C:2]1[CH:7]=[CH:6][C:5]([N+:8]([O-:10])=[O:9])=[CH:4][CH:3]=1.C(=O)([O-])[O-].[K+].[K+].C[N:18](C)C=O.